This data is from Catalyst prediction with 721,799 reactions and 888 catalyst types from USPTO. The task is: Predict which catalyst facilitates the given reaction. Reactant: C[O:2][C:3]([C:5]1[S:6][C:7]([C:28]#[C:29][C:30]([CH3:33])([CH3:32])[CH3:31])=[CH:8][C:9]=1[N:10]([CH2:20][CH2:21][P:22]([O:25][CH2:26][CH3:27])([CH3:24])=[O:23])[C:11]([CH:13]1[CH2:18][CH2:17][CH:16]([CH3:19])[CH2:15][CH2:14]1)=[O:12])=[O:4].[Li+].[OH-].O.Cl. Product: [CH3:32][C:30]([CH3:31])([CH3:33])[C:29]#[C:28][C:7]1[S:6][C:5]([C:3]([OH:4])=[O:2])=[C:9]([N:10]([CH2:20][CH2:21][P:22]([O:25][CH2:26][CH3:27])([CH3:24])=[O:23])[C:11]([CH:13]2[CH2:14][CH2:15][CH:16]([CH3:19])[CH2:17][CH2:18]2)=[O:12])[CH:8]=1. The catalyst class is: 36.